From a dataset of Retrosynthesis with 50K atom-mapped reactions and 10 reaction types from USPTO. Predict the reactants needed to synthesize the given product. Given the product C=CCOC(=O)c1cccc(OC(C)(C)C(=O)O)c1, predict the reactants needed to synthesize it. The reactants are: C=CCOC(=O)c1cccc(OC(C)(C)C(=O)OC(C)(C)C)c1.